Dataset: CYP3A4 inhibition data for predicting drug metabolism from PubChem BioAssay. Task: Regression/Classification. Given a drug SMILES string, predict its absorption, distribution, metabolism, or excretion properties. Task type varies by dataset: regression for continuous measurements (e.g., permeability, clearance, half-life) or binary classification for categorical outcomes (e.g., BBB penetration, CYP inhibition). Dataset: cyp3a4_veith. The compound is CS(=O)(=O)N1CCC[C@@]2(CCN(C(c3ccccc3)c3ccccc3)C2)C1. The result is 1 (inhibitor).